The task is: Predict the reactants needed to synthesize the given product.. This data is from Retrosynthesis with 50K atom-mapped reactions and 10 reaction types from USPTO. (1) Given the product CNC(=O)CSc1cccc(C(OC2CCN(C)CC2)c2nc3ccccc3s2)c1, predict the reactants needed to synthesize it. The reactants are: CN.COC(=O)CSc1cccc(C(OC2CCN(C)CC2)c2nc3ccccc3s2)c1. (2) Given the product CCCOc1ccc(C(=O)CC(=O)C(C)(C)C)cc1OC, predict the reactants needed to synthesize it. The reactants are: C=CCOc1ccc(C(=O)CC(=O)C(C)(C)C)cc1OC.